This data is from HIV replication inhibition screening data with 41,000+ compounds from the AIDS Antiviral Screen. The task is: Binary Classification. Given a drug SMILES string, predict its activity (active/inactive) in a high-throughput screening assay against a specified biological target. (1) The compound is O=C(c1cccs1)N1CCc2ccccc2C1. The result is 0 (inactive). (2) The molecule is CC(=O)ON1C(=O)c2cccc3cccc(c23)C1=O. The result is 0 (inactive). (3) The molecule is CN1C2(c3ccccc3)c3c(-c4ccccc4)sc(-c4ccccc4)c3C1(c1ccccc1)C1C(=O)N(c3ccccc3)C(=O)C12. The result is 0 (inactive). (4) The drug is COc1ccc(N2C(=O)C3CC(c4ccc(Br)cc4)c4c([nH]c5ccccc45)C3C2=O)cc1. The result is 0 (inactive). (5) The compound is C=CC(=O)N1CC(=Cc2ccc(Cl)cc2)C(=O)C(=Cc2ccc(Cl)cc2)C1. The result is 0 (inactive). (6) The compound is O=C1CCC2C3CC4N(CCC45c4ccccc4N1C25)CC3=CCBr. The result is 0 (inactive). (7) The drug is Oc1nc2ccccc2c(O)c1-[n+]1ccccc1. The result is 0 (inactive). (8) The result is 1 (active). The compound is c1ccc2[nH]c(SSc3nc4ccccc4[nH]3)nc2c1. (9) The drug is O=C1[OH+][Ni-4]234([O+]=C(c5ccco5)C=[N+]2c2ccccc21)[O+]=C(c1ccco1)C=[N+]3c1ccccc1C(=O)[OH+]4. The result is 0 (inactive).